Dataset: Reaction yield outcomes from USPTO patents with 853,638 reactions. Task: Predict the reaction yield, written as a fraction of the theoretical maximum amount of product (1.0 means a 100% yield; for example, 0.34 means a 34% yield). (1) The reactants are Cl.[NH2:2][C@H:3]1[CH2:7][CH2:6][C@@H:5]([C:8]([OH:10])=[O:9])[CH2:4]1.[CH3:11]O. No catalyst specified. The product is [NH2:2][C@H:3]1[CH2:7][CH2:6][CH:5]([C:8]([O:10][CH3:11])=[O:9])[CH2:4]1. The yield is 0.660. (2) The reactants are [CH3:1][O:2][C:3]1[CH:4]=[C:5]2[C:10](=[CH:11][C:12]=1[O:13][CH3:14])[N:9]=[CH:8][CH:7]=[C:6]2[OH:15].C(Cl)Cl.N1C(C)=CC=CC=1C.[F:27][C:28]([F:34])([F:33])[S:29](Cl)(=[O:31])=[O:30]. The catalyst is CN(C)C1C=CN=CC=1.O. The product is [CH3:1][O:2][C:3]1[CH:4]=[C:5]2[C:10](=[CH:11][C:12]=1[O:13][CH3:14])[N:9]=[CH:8][CH:7]=[C:6]2[O:15][S:29]([C:28]([F:34])([F:33])[F:27])(=[O:31])=[O:30]. The yield is 0.800. (3) The reactants are [NH2:1][C:2]1[CH:3]=[CH:4][C:5]2[O:9][C:8](=[O:10])[NH:7][C:6]=2[CH:11]=1.[Cl:12][C:13]1[N:18]=[C:17](Cl)[C:16]([CH3:20])=[CH:15][N:14]=1.CO. The catalyst is O. The product is [Cl:12][C:13]1[N:18]=[C:17]([NH:1][C:2]2[CH:3]=[CH:4][C:5]3[O:9][C:8](=[O:10])[NH:7][C:6]=3[CH:11]=2)[C:16]([CH3:20])=[CH:15][N:14]=1. The yield is 0.710. (4) The reactants are [C:1]1([NH:7][C:8](=[O:13])[CH:9]=[C:10]([CH3:12])[CH3:11])[CH:6]=[CH:5][CH:4]=[CH:3][CH:2]=1.[Al+3].[Cl-].[Cl-].[Cl-].Cl. The catalyst is C(Cl)Cl. The product is [CH3:12][C:10]1([CH3:11])[C:6]2[C:1](=[CH:2][CH:3]=[CH:4][CH:5]=2)[NH:7][C:8](=[O:13])[CH2:9]1. The yield is 1.00. (5) The reactants are [Cl:1][C:2]1[CH:7]=[CH:6][C:5]([C:8]2([C:21]3[CH:26]=[CH:25][C:24]([C:27]4[C:28]5[C@H:35]([CH3:36])[CH2:34][C@@H:33]([O:37]C(=O)C6C=CC([N+]([O-])=O)=CC=6)[C:29]=5[N:30]=[CH:31][N:32]=4)=[CH:23][CH:22]=3)[CH2:13][CH2:12][N:11](C(OC(C)(C)C)=O)[CH2:10][CH2:9]2)=[CH:4][CH:3]=1.[C:49]([OH:55])([C:51]([F:54])([F:53])[F:52])=[O:50]. The catalyst is C(Cl)Cl. The product is [OH:55][C:49]([C:51]([F:54])([F:53])[F:52])=[O:50].[OH:55][C:49]([C:51]([F:54])([F:53])[F:52])=[O:50].[Cl:1][C:2]1[CH:7]=[CH:6][C:5]([C:8]2([C:21]3[CH:22]=[CH:23][C:24]([C:27]4[C:28]5[C@H:35]([CH3:36])[CH2:34][C@@H:33]([OH:37])[C:29]=5[N:30]=[CH:31][N:32]=4)=[CH:25][CH:26]=3)[CH2:13][CH2:12][NH:11][CH2:10][CH2:9]2)=[CH:4][CH:3]=1. The yield is 0.310. (6) The reactants are [CH3:1][O:2][C:3]1[CH:11]=[CH:10][C:9]([O:12][CH3:13])=[C:8]2[C:4]=1[C:5](=[O:15])[C:6](=[O:14])[NH:7]2.C(=O)([O-])[O-].[Cs+].[Cs+].Br[CH2:23][CH2:24][O:25][CH2:26][CH2:27][O:28][CH3:29]. The catalyst is CN(C)C=O.O1CCCC1. The product is [CH3:1][O:2][C:3]1[CH:11]=[CH:10][C:9]([O:12][CH3:13])=[C:8]2[C:4]=1[C:5](=[O:15])[C:6](=[O:14])[N:7]2[CH2:23][CH2:24][O:25][CH2:26][CH2:27][O:28][CH3:29]. The yield is 0.820. (7) The reactants are [N:1]1([C:19]([O:21][C:22]([CH3:25])([CH3:24])[CH3:23])=[O:20])[CH2:6][CH2:5][N:4]([C:7]([O:9][C:10]2[CH:15]=[CH:14][C:13]([CH:16]=O)=[C:12]([F:18])[CH:11]=2)=[O:8])[CH2:3][CH2:2]1.[F:26][C:27]1[CH:33]=[CH:32][C:30]([NH2:31])=[CH:29][CH:28]=1.C(OC(C)C)(C)C. The product is [N:1]1([C:19]([O:21][C:22]([CH3:23])([CH3:25])[CH3:24])=[O:20])[CH2:6][CH2:5][N:4]([C:7]([O:9][C:10]2[CH:15]=[CH:14][C:13](/[CH:16]=[N:31]/[C:30]3[CH:32]=[CH:33][C:27]([F:26])=[CH:28][CH:29]=3)=[C:12]([F:18])[CH:11]=2)=[O:8])[CH2:3][CH2:2]1. The yield is 0.900. The catalyst is C(O)C.